Dataset: Catalyst prediction with 721,799 reactions and 888 catalyst types from USPTO. Task: Predict which catalyst facilitates the given reaction. (1) Reactant: Cl[C:2]1[N:7]=[C:6]2[S:8][C:9]([NH:11][C:12]3[CH:17]=[C:16]([CH2:18][C:19]4[CH:24]=[CH:23][CH:22]=[CH:21][CH:20]=4)[N:15]=[C:14]([NH:25][C@H:26]4[CH2:31][CH2:30][C@H:29]([OH:32])[CH2:28][CH2:27]4)[N:13]=3)=[N:10][C:5]2=[CH:4][CH:3]=1.[O:33]1[CH2:37][CH2:36][NH:35][C:34]1=[O:38].C(=O)([O-])[O-].[Cs+].[Cs+].CNCCNC. Product: [OH:32][C@H:29]1[CH2:30][CH2:31][C@H:26]([NH:25][C:14]2[N:13]=[C:12]([NH:11][C:9]3[S:8][C:6]4[C:5]([N:10]=3)=[CH:4][CH:3]=[C:2]([N:35]3[CH2:36][CH2:37][O:33][C:34]3=[O:38])[N:7]=4)[CH:17]=[C:16]([CH2:18][C:19]3[CH:24]=[CH:23][CH:22]=[CH:21][CH:20]=3)[N:15]=2)[CH2:27][CH2:28]1. The catalyst class is: 590. (2) Reactant: [O:1]=[S:2]1(=[O:36])[CH2:6][CH2:5][CH2:4][N:3]1[C:7]1[N:8]=[C:9]([C:25]2[C:30]([CH3:31])=[CH:29][N:28]=[C:27]([NH:32][C:33](=[O:35])[CH3:34])[CH:26]=2)[O:10][C:11]=1[C:12]1[N:16]=[CH:15][N:14](COCC[Si](C)(C)C)[N:13]=1.CCCC[N+](CCCC)(CCCC)CCCC.[F-]. Product: [O:36]=[S:2]1(=[O:1])[CH2:6][CH2:5][CH2:4][N:3]1[C:7]1[N:8]=[C:9]([C:25]2[C:30]([CH3:31])=[CH:29][N:28]=[C:27]([NH:32][C:33](=[O:35])[CH3:34])[CH:26]=2)[O:10][C:11]=1[C:12]1[NH:16][CH:15]=[N:14][N:13]=1. The catalyst class is: 1. (3) Reactant: C([O:3][C:4]([C:6]12[CH2:23][CH:22]1[CH:21]=[CH:20][CH2:19][CH2:18][CH2:17][CH2:16][N:15]([CH3:24])[C:14](=[O:25])[CH:13]1[CH:9]([CH2:10][CH:11]([O:26][C:27]3[CH:32]=[C:31]([C:33]4[CH:38]=[CH:37][CH:36]=[CH:35][CH:34]=4)[N:30]=[C:29]([O:39][CH3:40])[N:28]=3)[CH2:12]1)[C:8](=[O:41])[NH:7]2)=[O:5])C.[Li+].[OH-].C(O)(=O)CC(CC(O)=O)(C(O)=O)O. Product: [CH3:40][O:39][C:29]1[N:28]=[C:27]([O:26][CH:11]2[CH2:10][CH:9]3[CH:13]([C:14](=[O:25])[N:15]([CH3:24])[CH2:16][CH2:17][CH2:18][CH2:19][CH:20]=[CH:21][CH:22]4[C:6]([C:4]([OH:5])=[O:3])([NH:7][C:8]3=[O:41])[CH2:23]4)[CH2:12]2)[CH:32]=[C:31]([C:33]2[CH:34]=[CH:35][CH:36]=[CH:37][CH:38]=2)[N:30]=1. The catalyst class is: 36.